Dataset: Reaction yield outcomes from USPTO patents with 853,638 reactions. Task: Predict the reaction yield, written as a fraction of the theoretical maximum amount of product (1.0 means a 100% yield; for example, 0.34 means a 34% yield). (1) The reactants are [F:1][C:2]1[CH:3]=[CH:4][C:5]([N+:11]([O-])=O)=[C:6]([CH:10]=1)[C:7]([OH:9])=[O:8]. The catalyst is C(O)C.[Pd]. The product is [NH2:11][C:5]1[CH:4]=[CH:3][C:2]([F:1])=[CH:10][C:6]=1[C:7]([OH:9])=[O:8]. The yield is 0.980. (2) The reactants are [Br:1][C:2]1[CH:3]=[C:4]([C:11]([O:13][CH3:14])=[O:12])[C:5]2[CH:6]=[N:7][NH:8][C:9]=2[CH:10]=1.C(=O)([O-])[O-].[Cs+].[Cs+].Br[CH:22]1[CH2:26][CH2:25][CH2:24][CH2:23]1. The catalyst is C(#N)C. The product is [Br:1][C:2]1[CH:3]=[C:4]([C:11]([O:13][CH3:14])=[O:12])[C:5]2[CH:6]=[N:7][N:8]([CH:22]3[CH2:26][CH2:25][CH2:24][CH2:23]3)[C:9]=2[CH:10]=1. The yield is 0.292.